Dataset: NCI-60 drug combinations with 297,098 pairs across 59 cell lines. Task: Regression. Given two drug SMILES strings and cell line genomic features, predict the synergy score measuring deviation from expected non-interaction effect. (1) Drug 1: CC1=C(C=C(C=C1)NC2=NC=CC(=N2)N(C)C3=CC4=NN(C(=C4C=C3)C)C)S(=O)(=O)N.Cl. Drug 2: C1CC(=O)NC(=O)C1N2C(=O)C3=CC=CC=C3C2=O. Cell line: IGROV1. Synergy scores: CSS=-1.86, Synergy_ZIP=-0.162, Synergy_Bliss=-1.52, Synergy_Loewe=-1.95, Synergy_HSA=-1.92. (2) Drug 1: CC1=C(C=C(C=C1)NC2=NC=CC(=N2)N(C)C3=CC4=NN(C(=C4C=C3)C)C)S(=O)(=O)N.Cl. Drug 2: C1CCC(C1)C(CC#N)N2C=C(C=N2)C3=C4C=CNC4=NC=N3. Cell line: OVCAR-4. Synergy scores: CSS=5.58, Synergy_ZIP=-0.553, Synergy_Bliss=2.85, Synergy_Loewe=2.22, Synergy_HSA=2.54. (3) Drug 1: CCC1=CC2CC(C3=C(CN(C2)C1)C4=CC=CC=C4N3)(C5=C(C=C6C(=C5)C78CCN9C7C(C=CC9)(C(C(C8N6C)(C(=O)OC)O)OC(=O)C)CC)OC)C(=O)OC.C(C(C(=O)O)O)(C(=O)O)O. Drug 2: C#CCC(CC1=CN=C2C(=N1)C(=NC(=N2)N)N)C3=CC=C(C=C3)C(=O)NC(CCC(=O)O)C(=O)O. Cell line: UACC-257. Synergy scores: CSS=19.9, Synergy_ZIP=-6.85, Synergy_Bliss=0.209, Synergy_Loewe=-0.147, Synergy_HSA=-0.0418. (4) Drug 1: CCC1(CC2CC(C3=C(CCN(C2)C1)C4=CC=CC=C4N3)(C5=C(C=C6C(=C5)C78CCN9C7C(C=CC9)(C(C(C8N6C)(C(=O)OC)O)OC(=O)C)CC)OC)C(=O)OC)O.OS(=O)(=O)O. Drug 2: CC(C)(C#N)C1=CC(=CC(=C1)CN2C=NC=N2)C(C)(C)C#N. Cell line: HCT116. Synergy scores: CSS=0.952, Synergy_ZIP=3.92, Synergy_Bliss=8.97, Synergy_Loewe=2.68, Synergy_HSA=2.51. (5) Drug 1: CC1=C(C=C(C=C1)NC2=NC=CC(=N2)N(C)C3=CC4=NN(C(=C4C=C3)C)C)S(=O)(=O)N.Cl. Drug 2: C1C(C(OC1N2C=C(C(=O)NC2=O)F)CO)O. Cell line: SK-MEL-2. Synergy scores: CSS=27.9, Synergy_ZIP=9.49, Synergy_Bliss=9.65, Synergy_Loewe=-8.51, Synergy_HSA=6.32. (6) Drug 1: CC1=CC=C(C=C1)C2=CC(=NN2C3=CC=C(C=C3)S(=O)(=O)N)C(F)(F)F. Drug 2: COC1=C2C(=CC3=C1OC=C3)C=CC(=O)O2. Cell line: NCI/ADR-RES. Synergy scores: CSS=-0.287, Synergy_ZIP=0.816, Synergy_Bliss=-2.59, Synergy_Loewe=-1.36, Synergy_HSA=-5.27. (7) Drug 1: C1CN(CCN1C(=O)CCBr)C(=O)CCBr. Drug 2: B(C(CC(C)C)NC(=O)C(CC1=CC=CC=C1)NC(=O)C2=NC=CN=C2)(O)O. Cell line: A549. Synergy scores: CSS=48.8, Synergy_ZIP=-4.77, Synergy_Bliss=-7.79, Synergy_Loewe=-44.3, Synergy_HSA=-7.84.